From a dataset of Full USPTO retrosynthesis dataset with 1.9M reactions from patents (1976-2016). Predict the reactants needed to synthesize the given product. Given the product [OH:23][CH2:1][C:2]([C@H:3]([C@@H:4]([C@@H:5]([CH2:6][OH:8])[OH:20])[OH:21])[OH:22])=[O:7].[CH2:24]([OH:46])[C@H:25]1[O:30][C@H:29]([O:31][C@@H:32]([C@@H:33]([OH:40])[C@H:34]([OH:39])[C:35]([CH2:37][OH:38])=[O:36])[CH2:41][OH:42])[C@H:28]([OH:43])[C@@H:27]([OH:44])[C@@H:26]1[OH:45], predict the reactants needed to synthesize it. The reactants are: [CH2:1]([OH:23])[C@H:2]1[O:7][C@@H:6]([O:8][C@H]2[C@H](O)[C@@H](O)[C@H](O)O[C@@H]2CO)[C@H:5]([OH:20])[C@@H:4]([OH:21])[C@@H:3]1[OH:22].[CH2:24]([OH:46])[C@H:25]1[O:30][C@H:29]([O:31][C@:32]2([CH2:41][OH:42])[O:36][C@H:35]([CH2:37][OH:38])[C@@H:34]([OH:39])[C@@H:33]2[OH:40])[C@H:28]([OH:43])[C@@H:27]([OH:44])[C@@H:26]1[OH:45].